This data is from Forward reaction prediction with 1.9M reactions from USPTO patents (1976-2016). The task is: Predict the product of the given reaction. (1) Given the reactants Cl[C:2]1[N:7]=[C:6]2[N:8]([CH3:12])[N:9]=[C:10]([CH3:11])[C:5]2=[C:4]([NH:13][C:14]2[CH:19]=[CH:18][CH:17]=[C:16]([O:20][CH3:21])[CH:15]=2)[N:3]=1.[NH:22]1[C:30]2[C:25](=[CH:26][CH:27]=[CH:28][CH:29]=2)[C:24](B2OC(C)(C)C(C)(C)O2)=[N:23]1, predict the reaction product. The product is: [NH:22]1[C:30]2[C:25](=[C:26]([C:2]3[N:7]=[C:6]4[N:8]([CH3:12])[N:9]=[C:10]([CH3:11])[C:5]4=[C:4]([NH:13][C:14]4[CH:19]=[CH:18][CH:17]=[C:16]([O:20][CH3:21])[CH:15]=4)[N:3]=3)[CH:27]=[CH:28][CH:29]=2)[CH:24]=[N:23]1. (2) Given the reactants [Br:1][C:2]1[CH:3]=[CH:4][C:5]([CH3:10])=[C:6]([CH:9]=1)[CH:7]=O.[BH4-].[Na+].CO.[ClH:15], predict the reaction product. The product is: [Br:1][C:2]1[CH:3]=[CH:4][C:5]([CH3:10])=[C:6]([CH:9]=1)[CH2:7][Cl:15]. (3) Given the reactants [N:1]1([C:5]2[N:10]=[CH:9][C:8]([NH:11][C:12](=[O:20])OC3C=CC=CC=3)=[CH:7][CH:6]=2)[CH2:4][CH2:3][CH2:2]1.[CH3:21][CH:22]1[CH2:27][CH2:26][N:25]([C:28]2[C:33]([CH2:34][NH2:35])=[CH:32][CH:31]=[C:30]([C:36]([F:39])([F:38])[F:37])[N:29]=2)[CH2:24][CH2:23]1.C(N(CC)CC)C, predict the reaction product. The product is: [N:1]1([C:5]2[N:10]=[CH:9][C:8]([NH:11][C:12]([NH:35][CH2:34][C:33]3[C:28]([N:25]4[CH2:26][CH2:27][CH:22]([CH3:21])[CH2:23][CH2:24]4)=[N:29][C:30]([C:36]([F:39])([F:37])[F:38])=[CH:31][CH:32]=3)=[O:20])=[CH:7][CH:6]=2)[CH2:2][CH2:3][CH2:4]1. (4) Given the reactants [Si]([O:8][CH2:9][C:10]1[S:14][C:13]([C:15](=[N:17][OH:18])[NH2:16])=[C:12]([CH2:19][CH3:20])[CH:11]=1)(C(C)(C)C)(C)C.[F:21][C:22]1[CH:23]=[C:24]([CH:35]=[CH:36][CH:37]=1)[O:25][C:26]1[CH:34]=[CH:33][C:29]([C:30](O)=O)=[CH:28][CH:27]=1.C1(N=C=NC2CCCCC2)CCCCC1.[F-].C([N+](CCCC)(CCCC)CCCC)CCC.O1CCCC1, predict the reaction product. The product is: [CH2:19]([C:12]1[CH:11]=[C:10]([CH2:9][OH:8])[S:14][C:13]=1[C:15]1[N:16]=[C:30]([C:29]2[CH:33]=[CH:34][C:26]([O:25][C:24]3[CH:35]=[CH:36][CH:37]=[C:22]([F:21])[CH:23]=3)=[CH:27][CH:28]=2)[O:18][N:17]=1)[CH3:20]. (5) Given the reactants [C:1]([Mg]Br)#[CH:2].[CH3:5][N:6]1[CH2:11][CH2:10][CH2:9][C:8](=[O:12])[C:7]1=[O:13], predict the reaction product. The product is: [C:1]([C:8]1([OH:12])[CH2:9][CH2:10][CH2:11][N:6]([CH3:5])[C:7]1=[O:13])#[CH:2]. (6) Given the reactants [N:1]1([C:7]2[CH:12]=[CH:11][C:10]([CH2:13][N:14]3[CH2:19][CH2:18][N:17](C(OC(C)(C)C)=O)[CH2:16][CH2:15]3)=[C:9]([C:27]([F:30])([F:29])[F:28])[CH:8]=2)[CH2:6][CH2:5][O:4][CH2:3][CH2:2]1.FC(F)(F)C(O)=O, predict the reaction product. The product is: [N:14]1([CH2:13][C:10]2[CH:11]=[CH:12][C:7]([N:1]3[CH2:6][CH2:5][O:4][CH2:3][CH2:2]3)=[CH:8][C:9]=2[C:27]([F:30])([F:29])[F:28])[CH2:19][CH2:18][NH:17][CH2:16][CH2:15]1. (7) Given the reactants [NH2:1][C:2]1[N:6]([CH:7]2[CH2:12][CH2:11][CH2:10][N:9]([C:13]#[N:14])[CH2:8]2)[N:5]=[C:4]([C:15]2[CH:20]=[CH:19][C:18]([O:21][C:22]3[CH:27]=[CH:26][C:25]([F:28])=[CH:24][C:23]=3F)=[CH:17][CH:16]=2)[C:3]=1[C:30]([NH2:32])=[O:31].[Cl:33]C1C=C(F)C=CC=1O, predict the reaction product. The product is: [NH2:1][C:2]1[N:6]([CH:7]2[CH2:12][CH2:11][CH2:10][N:9]([C:13]#[N:14])[CH2:8]2)[N:5]=[C:4]([C:15]2[CH:20]=[CH:19][C:18]([O:21][C:22]3[CH:27]=[CH:26][C:25]([F:28])=[CH:24][C:23]=3[Cl:33])=[CH:17][CH:16]=2)[C:3]=1[C:30]([NH2:32])=[O:31]. (8) Given the reactants COC1C=CC(C[N:8]2[CH:12]=[C:11]([C:13]3[S:14][CH:15]=[C:16]([NH:18][C:19]4[CH:24]=[CH:23][CH:22]=[CH:21][N:20]=4)[N:17]=3)[CH:10]=[N:9]2)=CC=1.[OH-].[Na+], predict the reaction product. The product is: [NH:9]1[CH:10]=[C:11]([C:13]2[S:14][CH:15]=[C:16]([NH:18][C:19]3[CH:24]=[CH:23][CH:22]=[CH:21][N:20]=3)[N:17]=2)[CH:12]=[N:8]1. (9) Given the reactants [NH2:1][C:2]1[CH:3]=[C:4]([CH:9]=[CH:10][C:11]=1[NH:12][C:13]1[CH:18]=[CH:17][C:16]([F:19])=[CH:15][CH:14]=1)[C:5]([O:7][CH3:8])=[O:6].[CH:20](OC)(OC)OC.O, predict the reaction product. The product is: [F:19][C:16]1[CH:17]=[CH:18][C:13]([N:12]2[C:11]3[CH:10]=[CH:9][C:4]([C:5]([O:7][CH3:8])=[O:6])=[CH:3][C:2]=3[N:1]=[CH:20]2)=[CH:14][CH:15]=1. (10) The product is: [C:36]([NH:35][C:33]1[N:34]=[C:8]([NH:12][C:13]([C:15]2[CH:16]=[CH:17][C:18]3[CH:19]=[C:20]4[C:27](=[O:28])[NH:26][CH2:25][CH2:24][N:21]4[C:22]=3[CH:23]=2)=[O:14])[S:31][CH:32]=1)(=[O:39])[CH:37]=[CH2:38]. Given the reactants C(NC1C=[C:8]([NH:12][C:13]([C:15]2[CH:16]=[CH:17][C:18]3[CH:19]=[C:20]4[C:27](=[O:28])[NH:26][CH2:25][CH2:24][N:21]4[C:22]=3[CH:23]=2)=[O:14])C=CC=1)(=O)C=C.NC1[S:31][CH:32]=[C:33]([NH:35][C:36](=[O:39])[CH:37]=[CH2:38])[N:34]=1, predict the reaction product.